This data is from Catalyst prediction with 721,799 reactions and 888 catalyst types from USPTO. The task is: Predict which catalyst facilitates the given reaction. (1) Reactant: Br[CH2:2][CH2:3][O:4][C:5]1[CH:6]=[C:7]([C:13]2[NH:22][C:21](=[O:23])[C:20]3[C:15](=[CH:16][C:17]([O:26][CH3:27])=[CH:18][C:19]=3[O:24][CH3:25])[N:14]=2)[CH:8]=[C:9]([O:11][CH3:12])[CH:10]=1.[NH:28]1[CH2:32][CH2:31][CH2:30][CH2:29]1. Product: [CH3:25][O:24][C:19]1[CH:18]=[C:17]([O:26][CH3:27])[CH:16]=[C:15]2[C:20]=1[C:21](=[O:23])[NH:22][C:13]([C:7]1[CH:6]=[C:5]([O:4][CH2:3][CH2:2][N:28]3[CH2:32][CH2:31][CH2:30][CH2:29]3)[CH:10]=[C:9]([O:11][CH3:12])[CH:8]=1)=[N:14]2. The catalyst class is: 1. (2) Reactant: C([O:3][C:4]([CH:6]1[C:15]([CH2:16][NH:17][C@H:18]([C:23]([O:25][CH3:26])=[O:24])[CH2:19][CH:20]([CH3:22])[CH3:21])=[CH:14][C:13]2[C:8](=[CH:9][CH:10]=[CH:11][C:12]=2[O:27][CH3:28])[O:7]1)=O)C. Product: [CH3:26][O:25][C:23](=[O:24])[C@@H:18]([N:17]1[CH2:16][C:15]2=[CH:14][C:13]3[C:12]([O:27][CH3:28])=[CH:11][CH:10]=[CH:9][C:8]=3[O:7][CH:6]2[C:4]1=[O:3])[CH2:19][CH:20]([CH3:21])[CH3:22]. The catalyst class is: 10.